This data is from Full USPTO retrosynthesis dataset with 1.9M reactions from patents (1976-2016). The task is: Predict the reactants needed to synthesize the given product. Given the product [CH3:1][CH:2]1[CH2:6][CH2:5][CH2:4][N:3]1[CH2:7][CH2:8][CH2:9][O:10][C:11]1[CH:16]=[CH:15][C:14]([C:17]2[S:18][C:19]3[CH2:25][CH2:24][CH2:23][CH:22]([NH:26][C:34](=[O:36])[CH3:35])[C:20]=3[N:21]=2)=[CH:13][CH:12]=1, predict the reactants needed to synthesize it. The reactants are: [CH3:1][CH:2]1[CH2:6][CH2:5][CH2:4][N:3]1[CH2:7][CH2:8][CH2:9][O:10][C:11]1[CH:16]=[CH:15][C:14]([C:17]2[S:18][C:19]3[CH2:25][CH2:24][CH2:23][CH:22]([NH2:26])[C:20]=3[N:21]=2)=[CH:13][CH:12]=1.C(N(CC)CC)C.[C:34](Cl)(=[O:36])[CH3:35].